From a dataset of Forward reaction prediction with 1.9M reactions from USPTO patents (1976-2016). Predict the product of the given reaction. (1) Given the reactants [H-].[H-].[H-].[H-].[Li+].[Al+3].[O:7]1[CH2:12][CH2:11][N:10]([CH2:13][CH2:14][NH:15][C:16](=O)OC(C)(C)C)[CH2:9][CH2:8]1, predict the reaction product. The product is: [CH3:16][NH:15][CH2:14][CH2:13][N:10]1[CH2:11][CH2:12][O:7][CH2:8][CH2:9]1. (2) Given the reactants Br[CH2:2][C:3]([O:5][CH2:6][CH3:7])=[O:4].[CH:8]1([NH:14]C)[CH2:13][CH2:12][CH2:11][CH2:10][CH2:9]1.[CH2:16](O)C, predict the reaction product. The product is: [CH2:6]([O:5][C:3](=[O:4])[CH:2]([CH3:16])[NH:14][CH:8]1[CH2:13][CH2:12][CH2:11][CH2:10][CH2:9]1)[CH3:7]. (3) Given the reactants [C:1]([N:9]1[CH:14]=[C:13]([CH3:15])[C:12]([C:16]([O:18]CC)=[O:17])=[C:11]([CH3:21])[C:10]1=[O:22])(=O)[C:2]1[CH:7]=[CH:6][CH:5]=[CH:4][CH:3]=1.[OH-].[K+].[CH3:25]O.O, predict the reaction product. The product is: [CH3:21][C:11]1[C:10](=[O:22])[N:9]([CH:1]([C:2]2[CH:3]=[CH:4][CH:5]=[CH:6][CH:7]=2)[CH3:25])[CH:14]=[C:13]([CH3:15])[C:12]=1[C:16]([OH:18])=[O:17]. (4) Given the reactants [Cl:1][C:2]1[CH:7]=[CH:6][C:5]([CH:8]([C:14]2[C:22]3[C:17](=[C:18]([NH:23][S:24]([CH3:27])(=[O:26])=[O:25])[CH:19]=[CH:20][CH:21]=3)[NH:16][N:15]=2)[CH2:9][CH2:10][C:11]([OH:13])=[O:12])=[C:4]([F:28])[CH:3]=1.S(=O)(=O)(O)O.[CH3:34]O, predict the reaction product. The product is: [Cl:1][C:2]1[CH:7]=[CH:6][C:5]([CH:8]([C:14]2[C:22]3[C:17](=[C:18]([NH:23][S:24]([CH3:27])(=[O:26])=[O:25])[CH:19]=[CH:20][CH:21]=3)[NH:16][N:15]=2)[CH2:9][CH2:10][C:11]([O:13][CH3:34])=[O:12])=[C:4]([F:28])[CH:3]=1.